From a dataset of Full USPTO retrosynthesis dataset with 1.9M reactions from patents (1976-2016). Predict the reactants needed to synthesize the given product. Given the product [O:6]1[CH2:7][CH2:8][CH2:9][CH2:10][CH:5]1[O:4][CH:3]1[CH2:2][NH:1][C:30](=[O:32])[N:12]2[C:13]3[N:14]=[CH:15][CH:16]=[CH:17][C:18]=3[CH:19]=[C:11]12, predict the reactants needed to synthesize it. The reactants are: [NH2:1][CH2:2][CH:3]([C:11]1[NH:12][C:13]2[C:18]([CH:19]=1)=[CH:17][CH:16]=[CH:15][N:14]=2)[O:4][CH:5]1[CH2:10][CH2:9][CH2:8][CH2:7][O:6]1.CCN(C(C)C)C(C)C.Cl[C:30](Cl)([O:32]C(=O)OC(Cl)(Cl)Cl)Cl.